This data is from Full USPTO retrosynthesis dataset with 1.9M reactions from patents (1976-2016). The task is: Predict the reactants needed to synthesize the given product. (1) Given the product [Cl:3][C:2]1[N:4]=[C:5]([Cl:6])[N:7]=[C:8]([O:17][CH2:16][C:15]2[CH:18]=[CH:19][C:12]([O:11][CH3:10])=[CH:13][CH:14]=2)[N:1]=1, predict the reactants needed to synthesize it. The reactants are: [N:1]1[C:8](Cl)=[N:7][C:5]([Cl:6])=[N:4][C:2]=1[Cl:3].[CH3:10][O:11][C:12]1[CH:19]=[CH:18][C:15]([CH2:16][OH:17])=[CH:14][CH:13]=1.CCN(C(C)C)C(C)C. (2) Given the product [Cl:1][C:2]1[CH:7]=[C:6]([NH:15][C:14]2[CH:16]=[CH:17][CH:18]=[C:12]([S:11][CH3:10])[CH:13]=2)[CH:5]=[C:4]([Cl:9])[N:3]=1, predict the reactants needed to synthesize it. The reactants are: [Cl:1][C:2]1[CH:7]=[C:6](I)[CH:5]=[C:4]([Cl:9])[N:3]=1.[CH3:10][S:11][C:12]1[CH:13]=[C:14]([CH:16]=[CH:17][CH:18]=1)[NH2:15].C1(P(C2C=CC=CC=2)CCCP(C2C=CC=CC=2)C2C=CC=CC=2)C=CC=CC=1.CC(C)([O-])C.[Na+].